Dataset: NCI-60 drug combinations with 297,098 pairs across 59 cell lines. Task: Regression. Given two drug SMILES strings and cell line genomic features, predict the synergy score measuring deviation from expected non-interaction effect. Drug 1: C1CC(=O)NC(=O)C1N2CC3=C(C2=O)C=CC=C3N. Drug 2: CC1=C(C(CCC1)(C)C)C=CC(=CC=CC(=CC(=O)O)C)C. Cell line: TK-10. Synergy scores: CSS=-0.623, Synergy_ZIP=-0.497, Synergy_Bliss=-1.39, Synergy_Loewe=-1.03, Synergy_HSA=-1.39.